Dataset: Full USPTO retrosynthesis dataset with 1.9M reactions from patents (1976-2016). Task: Predict the reactants needed to synthesize the given product. (1) The reactants are: FC(F)(F)C(O)=O.[Cl:8][C:9]1[CH:14]=[C:13]2[NH:15][C:16](=[O:38])[C@:17]3([C@@H:21]([C:22]4[CH:27]=[CH:26][CH:25]=[C:24]([Cl:28])[C:23]=4[F:29])[C@H:20]([C:30](O)=[O:31])[NH:19][C@H:18]3[CH2:33][C:34]([CH3:37])([CH3:36])[CH3:35])[C:12]2=[CH:11][CH:10]=1.C(N(C(C)C)CC)(C)C.C1(P(Cl)(C2C=CC=CC=2)=O)C=CC=CC=1.[NH2:63][C:64]1[S:68][C:67]([C:69]#[N:70])=[CH:66][CH:65]=1. Given the product [C:69]([C:67]1[S:68][C:64]([NH:63][C:30]([C@@H:20]2[NH:19][C@@H:18]([CH2:33][C:34]([CH3:36])([CH3:35])[CH3:37])[C@:17]3([C:12]4[C:13](=[CH:14][C:9]([Cl:8])=[CH:10][CH:11]=4)[NH:15][C:16]3=[O:38])[C@H:21]2[C:22]2[CH:27]=[CH:26][CH:25]=[C:24]([Cl:28])[C:23]=2[F:29])=[O:31])=[CH:65][CH:66]=1)#[N:70], predict the reactants needed to synthesize it. (2) The reactants are: Br[C:2]1[C:7]([C:8]2[C:9](=[O:29])[N:10]([CH:26]([CH3:28])[CH3:27])[C:11](=[O:25])[N:12]([C:15]3[CH:20]=[CH:19][CH:18]=[C:17]([C:21]([F:24])([F:23])[F:22])[CH:16]=3)[C:13]=2[CH3:14])=[CH:6][CH:5]=[CH:4][N:3]=1.[C:30]([C:32]1[CH:37]=[CH:36][C:35](B(O)O)=[CH:34][CH:33]=1)#[N:31].O.C(=O)([O-])[O-].[Na+].[Na+]. Given the product [CH:26]([N:10]1[C:9](=[O:29])[C:8]([C:7]2[C:2]([C:35]3[CH:36]=[CH:37][C:32]([C:30]#[N:31])=[CH:33][CH:34]=3)=[N:3][CH:4]=[CH:5][CH:6]=2)=[C:13]([CH3:14])[N:12]([C:15]2[CH:20]=[CH:19][CH:18]=[C:17]([C:21]([F:24])([F:23])[F:22])[CH:16]=2)[C:11]1=[O:25])([CH3:28])[CH3:27], predict the reactants needed to synthesize it.